This data is from Forward reaction prediction with 1.9M reactions from USPTO patents (1976-2016). The task is: Predict the product of the given reaction. (1) Given the reactants [F:1][C:2]1[C:7]([F:8])=[CH:6][CH:5]=[CH:4][C:3]=1[C:9]1[N:17]=[C:12]2[CH:13]=[N:14][NH:15][CH:16]=[C:11]2[N:10]=1.Cl[CH2:19][C:20]1[O:24][N:23]=[C:22]([C:25]2[S:26][CH:27]=[C:28]([CH3:30])[N:29]=2)[CH:21]=1, predict the reaction product. The product is: [F:1][C:2]1[C:7]([F:8])=[CH:6][CH:5]=[CH:4][C:3]=1[C:9]1[N:17]=[C:12]2[CH:13]=[N:14][N:15]([CH2:19][C:20]3[O:24][N:23]=[C:22]([C:25]4[S:26][CH:27]=[C:28]([CH3:30])[N:29]=4)[CH:21]=3)[CH:16]=[C:11]2[N:10]=1. (2) Given the reactants CCN=C=NCCCN(C)C.Cl.C1C=CC2N(O)N=NC=2C=1.O.[CH3:24][O:25][C:26]([C:28]1[CH:29]=[C:30]([CH:34]=[C:35]([C:37]2[O:38][CH:39]=[CH:40][N:41]=2)[CH:36]=1)[C:31]([OH:33])=O)=[O:27].CCN(C(C)C)C(C)C.[CH3:51][C:52]1[N:53]=[C:54]([C@H:57]2[CH2:61][CH2:60][CH2:59][NH:58]2)[S:55][CH:56]=1, predict the reaction product. The product is: [CH3:51][C:52]1[N:53]=[C:54]([C@H:57]2[CH2:61][CH2:60][CH2:59][N:58]2[C:31]([C:30]2[CH:29]=[C:28]([CH:36]=[C:35]([C:37]3[O:38][CH:39]=[CH:40][N:41]=3)[CH:34]=2)[C:26]([O:25][CH3:24])=[O:27])=[O:33])[S:55][CH:56]=1. (3) The product is: [Cl:1][C:2]1[CH:7]=[CH:6][C:5]([NH:8][C:9]([NH:31][C:17]2[CH:18]=[CH:19][C:20]([O:22][C:23]3[CH:28]=[CH:27][N:26]=[C:25]([S:29][CH3:30])[N:24]=3)=[CH:21][C:16]=2[Cl:15])=[O:10])=[CH:4][C:3]=1[C:11]([F:12])([F:13])[F:14]. Given the reactants [Cl:1][C:2]1[CH:7]=[CH:6][C:5]([N:8]=[C:9]=[O:10])=[CH:4][C:3]=1[C:11]([F:14])([F:13])[F:12].[Cl:15][C:16]1[CH:21]=[C:20]([O:22][C:23]2[CH:28]=[CH:27][N:26]=[C:25]([S:29][CH3:30])[N:24]=2)[CH:19]=[CH:18][C:17]=1[NH2:31], predict the reaction product.